Predict the product of the given reaction. From a dataset of Forward reaction prediction with 1.9M reactions from USPTO patents (1976-2016). Given the reactants [NH2:1][CH2:2][C:3]1[CH:7]=[C:6]([C:8]2[C:9]([C:38]([NH:40][CH2:41][CH3:42])=[O:39])=[N:10][O:11][C:12]=2[C:13]2[CH:18]=[C:17]([CH:19]([CH3:21])[CH3:20])[C:16]([O:22][CH2:23][C:24]3[CH:29]=[CH:28][CH:27]=[CH:26][CH:25]=3)=[CH:15][C:14]=2[O:30][CH2:31][C:32]2[CH:37]=[CH:36][CH:35]=[CH:34][CH:33]=2)[O:5][N:4]=1.[C:43](O[C:43](=[O:46])[CH2:44][CH3:45])(=[O:46])[CH2:44][CH3:45], predict the reaction product. The product is: [CH2:31]([O:30][C:14]1[CH:15]=[C:16]([O:22][CH2:23][C:24]2[CH:29]=[CH:28][CH:27]=[CH:26][CH:25]=2)[C:17]([CH:19]([CH3:21])[CH3:20])=[CH:18][C:13]=1[C:12]1[O:11][N:10]=[C:9]([C:38]([NH:40][CH2:41][CH3:42])=[O:39])[C:8]=1[C:6]1[O:5][N:4]=[C:3]([CH2:2][NH:1][C:43](=[O:46])[CH2:44][CH3:45])[CH:7]=1)[C:32]1[CH:37]=[CH:36][CH:35]=[CH:34][CH:33]=1.